Dataset: Forward reaction prediction with 1.9M reactions from USPTO patents (1976-2016). Task: Predict the product of the given reaction. (1) Given the reactants [NH2:1][C@H:2]([C:5]1[CH:10]=[CH:9][CH:8]=[CH:7][CH:6]=1)[CH2:3][OH:4].[C:11](O)(=[O:17])[CH2:12][CH2:13][CH2:14][CH:15]=[CH2:16], predict the reaction product. The product is: [OH:4][CH2:3][C@H:2]([NH:1][C:11](=[O:17])[CH2:12][CH2:13][CH2:14][CH:15]=[CH2:16])[C:5]1[CH:10]=[CH:9][CH:8]=[CH:7][CH:6]=1. (2) Given the reactants [NH2:1][C:2]1[CH:10]=[CH:9][C:5]([CH2:6][C:7]#[N:8])=[CH:4][CH:3]=1, predict the reaction product. The product is: [CH3:5][C:4]1[N:1]([C:2]2[CH:10]=[CH:9][C:5]([CH2:6][C:7]#[N:8])=[CH:4][CH:3]=2)[C:10]([CH3:9])=[CH:2][CH:3]=1. (3) Given the reactants [Cl:1][C:2]1[CH:10]=[C:9]([Cl:11])[C:5]([C:6]([NH2:8])=[O:7])=[C:4]([N+:12]([O-])=O)[C:3]=1[OH:15].O.[Sn](Cl)Cl, predict the reaction product. The product is: [NH2:12][C:4]1[C:3]([OH:15])=[C:2]([Cl:1])[CH:10]=[C:9]([Cl:11])[C:5]=1[C:6]([NH2:8])=[O:7]. (4) The product is: [CH2:26]([O:25][C:23]([NH:22][C@@H:20]([CH3:21])[C:19]([NH:18][C@@H:7]([CH2:8][C:9]1[C:17]2[C:12](=[CH:13][CH:14]=[CH:15][CH:16]=2)[NH:11][CH:10]=1)[C:6]([OH:34])=[O:5])=[O:33])=[O:24])[C:27]1[CH:32]=[CH:31][CH:30]=[CH:29][CH:28]=1. Given the reactants C([O:5][C:6](=[O:34])[C@@H:7]([NH:18][C:19](=[O:33])[C@@H:20]([NH:22][C:23]([O:25][CH2:26][C:27]1[CH:32]=[CH:31][CH:30]=[CH:29][CH:28]=1)=[O:24])[CH3:21])[CH2:8][C:9]1[C:17]2[C:12](=[CH:13][CH:14]=[CH:15][CH:16]=2)[NH:11][CH:10]=1)(C)(C)C.FC(F)(F)C(O)C(F)(F)F, predict the reaction product. (5) Given the reactants [CH3:1][C:2]1[CH:7]=[CH:6][C:5]([O:8][CH3:9])=[CH:4][C:3]=1[OH:10].F[C:12]1[CH:17]=[CH:16][C:15]([N+:18]([O-:20])=[O:19])=[CH:14][CH:13]=1.C(=O)([O-])[O-].[K+].[K+], predict the reaction product. The product is: [CH3:1][C:2]1[CH:7]=[CH:6][C:5]([O:8][CH3:9])=[CH:4][C:3]=1[O:10][C:12]1[CH:17]=[CH:16][C:15]([N+:18]([O-:20])=[O:19])=[CH:14][CH:13]=1. (6) Given the reactants FC(F)(F)C(O)=O.C(OC(=O)[NH:14][CH:15]1[CH2:20][CH2:19][N:18]([CH2:21][CH2:22][S:23][C:24]2[CH:25]=[N:26][C:27]3[C:32]([CH:33]=2)=[CH:31][C:30]([O:34][CH3:35])=[CH:29][CH:28]=3)[CH2:17][CH2:16]1)(C)(C)C, predict the reaction product. The product is: [CH3:35][O:34][C:30]1[CH:31]=[C:32]2[C:27](=[CH:28][CH:29]=1)[N:26]=[CH:25][C:24]([S:23][CH2:22][CH2:21][N:18]1[CH2:19][CH2:20][CH:15]([NH2:14])[CH2:16][CH2:17]1)=[CH:33]2. (7) Given the reactants [CH3:1][CH:2]([CH3:10])[CH2:3][CH2:4][C:5]([O:7]CC)=O.[H-].[Al+3].[Li+].[H-].[H-].[H-].O1[CH2:21][CH2:20][CH2:19][CH2:18]1.O.[OH-].[Na+].O1CC[CH2:27][CH2:26]1, predict the reaction product. The product is: [CH3:10][CH:2]([CH3:1])[CH:3]([C:18]1[CH:27]=[CH:26][CH:21]=[CH:20][CH:19]=1)[CH2:4][CH2:5][OH:7].